Dataset: Full USPTO retrosynthesis dataset with 1.9M reactions from patents (1976-2016). Task: Predict the reactants needed to synthesize the given product. (1) Given the product [CH3:42][N:43]([CH3:47])[CH2:44][CH2:45][NH:46][C:34]([NH:16][C:15]1[CH:17]=[CH:18][CH:19]=[C:13]([C:11]2[N:12]=[C:7]([N:1]3[CH2:6][CH2:5][O:4][CH2:3][CH2:2]3)[C:8]3[NH:22][CH:21]=[CH:20][C:9]=3[N:10]=2)[CH:14]=1)=[O:40], predict the reactants needed to synthesize it. The reactants are: [N:1]1([C:7]2[C:8]3[NH:22][CH:21]=[CH:20][C:9]=3[N:10]=[C:11]([C:13]3[CH:14]=[C:15]([CH:17]=[CH:18][CH:19]=3)[NH2:16])[N:12]=2)[CH2:6][CH2:5][O:4][CH2:3][CH2:2]1.C(N(CC)CC)C.ClC(Cl)(O[C:34](=[O:40])OC(Cl)(Cl)Cl)Cl.[CH3:42][N:43]([CH3:47])[CH2:44][CH2:45][NH2:46]. (2) Given the product [N:16]1[C:13]2[CH:14]=[CH:15][CH:10]=[CH:11][C:12]=2[NH:17][CH:18]=1, predict the reactants needed to synthesize it. The reactants are: COC(=O)CCCCCO[C:10]1[CH:15]=[CH:14][C:13]([NH2:16])=[C:12]([NH:17][CH:18]2CCCCC2)[CH:11]=1.COC(OC)(OC)C1C=CC=CC=1. (3) Given the product [F:39][C:34]1[CH:33]=[C:32]([C:10]2[O:11][C:12]3[C:19]([CH2:20][CH:21]=[C:22]([CH3:24])[CH3:23])=[C:18]([OH:25])[C:17]([CH2:26][CH:27]=[C:28]([CH3:30])[CH3:29])=[C:16]([OH:31])[C:13]=3[C:14](=[O:15])[C:9]=2[OH:8])[CH:37]=[CH:36][C:35]=1[Cl:38], predict the reactants needed to synthesize it. The reactants are: C([O:8][C:9]1[C:14](=[O:15])[C:13]2[C:16]([OH:31])=[C:17]([CH2:26][CH:27]=[C:28]([CH3:30])[CH3:29])[C:18]([OH:25])=[C:19]([CH2:20][CH:21]=[C:22]([CH3:24])[CH3:23])[C:12]=2[O:11][C:10]=1[C:32]1[CH:37]=[CH:36][C:35]([Cl:38])=[C:34]([F:39])[CH:33]=1)C1C=CC=CC=1. (4) Given the product [Cl:1][C:2]1[CH:7]=[CH:6][C:5]([C:8]2[O:9][C:10]3[CH:20]=[C:19]([N:21]([C:26]4[CH:31]=[CH:30][C:29]([B:32]([OH:36])[OH:33])=[C:28]([C:41]#[N:42])[CH:27]=4)[S:22]([CH3:25])(=[O:23])=[O:24])[C:18]([CH:43]4[CH2:44][CH2:45]4)=[CH:17][C:11]=3[C:12]=2[C:13](=[O:14])[NH:15][CH3:16])=[CH:4][CH:3]=1, predict the reactants needed to synthesize it. The reactants are: [Cl:1][C:2]1[CH:7]=[CH:6][C:5]([C:8]2[O:9][C:10]3[CH:20]=[C:19]([N:21]([C:26]4[CH:31]=[CH:30][C:29]([B:32]5[O:36]C(C)(C)C(C)(C)[O:33]5)=[C:28]([C:41]#[N:42])[CH:27]=4)[S:22]([CH3:25])(=[O:24])=[O:23])[C:18]([CH:43]4[CH2:45][CH2:44]4)=[CH:17][C:11]=3[C:12]=2[C:13]([NH:15][CH3:16])=[O:14])=[CH:4][CH:3]=1.Cl.I([O-])(=O)(=O)=O.[Na+]. (5) The reactants are: [CH3:1][S:2]([C:5]1[CH:10]=[CH:9][C:8]([C:11]([C:19]2[NH:29][C:22]3=[N:23][CH:24]=[C:25]([O:27][CH3:28])[CH:26]=[C:21]3[CH:20]=2)=[CH:12][CH:13]2[CH2:18][CH2:17][O:16][CH2:15][CH2:14]2)=[CH:7][CH:6]=1)(=[O:4])=[O:3]. Given the product [CH3:1][S:2]([C:5]1[CH:6]=[CH:7][C:8]([CH:11]([C:19]2[NH:29][C:22]3=[N:23][CH:24]=[C:25]([O:27][CH3:28])[CH:26]=[C:21]3[CH:20]=2)[CH2:12][CH:13]2[CH2:18][CH2:17][O:16][CH2:15][CH2:14]2)=[CH:9][CH:10]=1)(=[O:3])=[O:4], predict the reactants needed to synthesize it. (6) The reactants are: [C:1]([N:4]1[C:12]2[C:7](=[CH:8][CH:9]=[C:10]([S:13](Cl)(=[O:15])=[O:14])[CH:11]=2)[CH2:6][CH2:5]1)(=[O:3])[CH3:2].[CH3:17][NH2:18]. Given the product [C:1]([N:4]1[C:12]2[C:7](=[CH:8][CH:9]=[C:10]([S:13]([NH:18][CH3:17])(=[O:15])=[O:14])[CH:11]=2)[CH2:6][CH2:5]1)(=[O:3])[CH3:2], predict the reactants needed to synthesize it. (7) Given the product [C:25]([C:22]1[CH:23]=[CH:24][C:19]([NH:18][C:3]2[C:2]([F:1])=[C:7]([F:8])[CH:6]=[CH:5][C:4]=2[C:9]2[O:13][C:12]([NH:14][CH2:15][CH2:16][OH:17])=[N:11][N:10]=2)=[C:20]([F:31])[CH:21]=1)#[CH:26], predict the reactants needed to synthesize it. The reactants are: [F:1][C:2]1[C:3]([NH:18][C:19]2[CH:24]=[CH:23][C:22]([C:25]#[C:26][Si](C)(C)C)=[CH:21][C:20]=2[F:31])=[C:4]([C:9]2[O:13][C:12]([NH:14][CH2:15][CH2:16][OH:17])=[N:11][N:10]=2)[CH:5]=[CH:6][C:7]=1[F:8].[F-].[Cs+]. (8) Given the product [CH3:20][O:19][C:12]1[CH:11]=[C:10]([CH:15]=[CH:14][C:13]=1[N+:16]([O-:18])=[O:17])[O:5][CH2:4][CH2:3][N:2]([CH3:6])[CH3:1], predict the reactants needed to synthesize it. The reactants are: [CH3:1][N:2]([CH3:6])[CH2:3][CH2:4][OH:5].[OH-].[K+].F[C:10]1[CH:15]=[CH:14][C:13]([N+:16]([O-:18])=[O:17])=[C:12]([O:19][CH3:20])[CH:11]=1. (9) Given the product [Br:18][C:19]1[CH:20]=[C:21]([CH:25]=[CH:26][CH:27]=1)[C:22]([C:2]1[CH:9]=[C:8]([Cl:10])[CH:7]=[CH:6][C:3]=1[C:4]#[N:5])=[O:23], predict the reactants needed to synthesize it. The reactants are: Br[C:2]1[CH:9]=[C:8]([Cl:10])[CH:7]=[CH:6][C:3]=1[C:4]#[N:5].C([Mg]Cl)(C)C.[Cl-].[Li+].[Br:18][C:19]1[CH:20]=[C:21]([CH:25]=[CH:26][CH:27]=1)[C:22](Cl)=[O:23].C([Cu])#N. (10) Given the product [CH2:1]([O:3][C:4]([C:5]1[O:9][C:8]([N:10]2[CH2:15][CH2:14][N:13]([C:16](=[O:27])[C:17]3[CH:22]=[CH:21][CH:20]=[CH:19][C:18]=3[C:23]([F:25])([F:24])[F:26])[CH2:12][CH2:11]2)=[N:7][N:6]=1)=[O:28])[CH3:2], predict the reactants needed to synthesize it. The reactants are: [CH2:1]([O:3][C:4](=[O:28])[CH:5]=[N:6][NH:7][C:8]([N:10]1[CH2:15][CH2:14][N:13]([C:16](=[O:27])[C:17]2[CH:22]=[CH:21][CH:20]=[CH:19][C:18]=2[C:23]([F:26])([F:25])[F:24])[CH2:12][CH2:11]1)=[O:9])[CH3:2].C([O-])(=O)C.[Na+].BrBr.